This data is from NCI-60 drug combinations with 297,098 pairs across 59 cell lines. The task is: Regression. Given two drug SMILES strings and cell line genomic features, predict the synergy score measuring deviation from expected non-interaction effect. (1) Cell line: NCI-H226. Drug 1: CC1=C(C=C(C=C1)NC2=NC=CC(=N2)N(C)C3=CC4=NN(C(=C4C=C3)C)C)S(=O)(=O)N.Cl. Drug 2: C(CC(=O)O)C(=O)CN.Cl. Synergy scores: CSS=11.4, Synergy_ZIP=1.62, Synergy_Bliss=2.88, Synergy_Loewe=-9.02, Synergy_HSA=4.06. (2) Drug 1: CNC(=O)C1=NC=CC(=C1)OC2=CC=C(C=C2)NC(=O)NC3=CC(=C(C=C3)Cl)C(F)(F)F. Drug 2: CCC1(CC2CC(C3=C(CCN(C2)C1)C4=CC=CC=C4N3)(C5=C(C=C6C(=C5)C78CCN9C7C(C=CC9)(C(C(C8N6C)(C(=O)OC)O)OC(=O)C)CC)OC)C(=O)OC)O.OS(=O)(=O)O. Cell line: MALME-3M. Synergy scores: CSS=4.59, Synergy_ZIP=-1.84, Synergy_Bliss=-1.28, Synergy_Loewe=-0.175, Synergy_HSA=-1.52. (3) Drug 1: C1CCC(CC1)NC(=O)N(CCCl)N=O. Drug 2: C1C(C(OC1N2C=NC3=C2NC=NCC3O)CO)O. Cell line: M14. Synergy scores: CSS=15.9, Synergy_ZIP=5.92, Synergy_Bliss=6.26, Synergy_Loewe=5.42, Synergy_HSA=5.43. (4) Drug 1: CC1=C(C(CCC1)(C)C)C=CC(=CC=CC(=CC(=O)O)C)C. Drug 2: CCC(=C(C1=CC=CC=C1)C2=CC=C(C=C2)OCCN(C)C)C3=CC=CC=C3.C(C(=O)O)C(CC(=O)O)(C(=O)O)O. Cell line: EKVX. Synergy scores: CSS=2.28, Synergy_ZIP=-3.64, Synergy_Bliss=-4.86, Synergy_Loewe=-8.25, Synergy_HSA=-6.95. (5) Drug 1: COC1=C(C=C2C(=C1)N=CN=C2NC3=CC(=C(C=C3)F)Cl)OCCCN4CCOCC4. Drug 2: CN1C(=O)N2C=NC(=C2N=N1)C(=O)N. Cell line: 786-0. Synergy scores: CSS=18.7, Synergy_ZIP=-5.98, Synergy_Bliss=1.02, Synergy_Loewe=-4.80, Synergy_HSA=1.83. (6) Cell line: COLO 205. Drug 1: C1CCC(C1)C(CC#N)N2C=C(C=N2)C3=C4C=CNC4=NC=N3. Synergy scores: CSS=32.7, Synergy_ZIP=3.06, Synergy_Bliss=-2.98, Synergy_Loewe=-13.0, Synergy_HSA=-9.88. Drug 2: C1=CC(=CC=C1CCCC(=O)O)N(CCCl)CCCl.